From a dataset of Forward reaction prediction with 1.9M reactions from USPTO patents (1976-2016). Predict the product of the given reaction. (1) Given the reactants [NH2:1][C:2]1[CH:3]=[C:4]([CH:21]=[CH:22][CH:23]=1)[CH2:5][NH:6][C:7]([NH:9][C:10]1[CH:15]=[CH:14][C:13]([Cl:16])=[C:12]([C:17]([F:20])([F:19])[F:18])[CH:11]=1)=[O:8].C(OCC)(OCC)OCC.[N-:34]=[N+:35]=[N-:36].[Na+].[C:38](O)(=O)C.Cl.N([O-])=O.[Na+], predict the reaction product. The product is: [Cl:16][C:13]1[CH:14]=[CH:15][C:10]([NH:9][C:7]([NH:6][CH2:5][C:4]2[CH:21]=[CH:22][CH:23]=[C:2]([N:1]3[CH:38]=[N:36][N:35]=[N:34]3)[CH:3]=2)=[O:8])=[CH:11][C:12]=1[C:17]([F:20])([F:18])[F:19]. (2) Given the reactants Cl[CH2:2][C:3]1[C:4]([CH3:12])=[N:5][C:6]([CH3:11])=[C:7]([CH2:9]Cl)[CH:8]=1.[C-:13]#[N:14].[K+].C[N:17]([CH3:20])C=O, predict the reaction product. The product is: [C:13]([CH2:2][C:3]1[CH:8]=[C:7]([CH2:9][C:20]#[N:17])[C:6]([CH3:11])=[N:5][C:4]=1[CH3:12])#[N:14]. (3) Given the reactants [NH2:1][C:2]1[N:7]=[C:6]([N:8]2[CH2:20][CH2:19][C:11]3([CH2:15][NH:14][C@H:13]([C:16]([OH:18])=[O:17])[CH2:12]3)[CH2:10][CH2:9]2)[CH:5]=[C:4](O[C@H](C2C=CC(Cl)=CC=2N2C=CC(C)=N2)C(F)(F)F)[N:3]=1.[Br:40][C:41]1[CH:46]=[CH:45][CH:44]=[C:43]([Br:47])[C:42]=1[CH:48]([OH:53])[C:49]([F:52])([F:51])[F:50], predict the reaction product. The product is: [NH2:1][C:2]1[N:7]=[C:6]([N:8]2[CH2:20][CH2:19][C:11]3([CH2:15][NH:14][C@H:13]([C:16]([OH:18])=[O:17])[CH2:12]3)[CH2:10][CH2:9]2)[CH:5]=[C:4]([O:53][CH:48]([C:42]2[C:41]([Br:40])=[CH:46][CH:45]=[CH:44][C:43]=2[Br:47])[C:49]([F:50])([F:51])[F:52])[N:3]=1. (4) Given the reactants Cl[C:2]1[CH:3]=[CH:4][C:5]2[N:6]=[CH:7][N:8]=[C:9]([NH:12][CH:13]3[CH2:18][CH2:17][N:16]([C:19]([O:21][C:22]([CH3:25])([CH3:24])[CH3:23])=[O:20])[CH2:15][CH2:14]3)[C:10]=2[N:11]=1.[Cl:26][C:27]1[C:32]([NH:33][S:34]([C:37]2[CH:42]=[CH:41][C:40]([F:43])=[CH:39][C:38]=2[F:44])(=[O:36])=[O:35])=[CH:31][C:30](B2OC(C)(C)C(C)(C)O2)=[CH:29][N:28]=1.C(=O)(O)[O-].[Na+], predict the reaction product. The product is: [Cl:26][C:27]1[N:28]=[CH:29][C:30]([C:2]2[CH:3]=[CH:4][C:5]3[N:6]=[CH:7][N:8]=[C:9]([NH:12][CH:13]4[CH2:18][CH2:17][N:16]([C:19]([O:21][C:22]([CH3:24])([CH3:25])[CH3:23])=[O:20])[CH2:15][CH2:14]4)[C:10]=3[N:11]=2)=[CH:31][C:32]=1[NH:33][S:34]([C:37]1[CH:42]=[CH:41][C:40]([F:43])=[CH:39][C:38]=1[F:44])(=[O:36])=[O:35]. (5) Given the reactants [O:1]1[CH2:5][CH2:4][C@H:3]([N:6]2[C:14]3[CH2:13][CH2:12][N:11]([C:15](=[O:17])[CH3:16])[CH2:10][C:9]=3[C:8]([N:18]3[C:27]4[C:22](=[CH:23][CH:24]=[C:25]([O:28][C:29]([F:32])([F:31])[F:30])[CH:26]=4)[CH2:21][CH2:20][CH2:19]3)=[N:7]2)[CH2:2]1.[Br:33]N1C(=O)CCC1=O.O, predict the reaction product. The product is: [Br:33][C:24]1[CH:23]=[C:22]2[C:27](=[CH:26][C:25]=1[O:28][C:29]([F:32])([F:30])[F:31])[N:18]([C:8]1[C:9]3[CH2:10][N:11]([C:15](=[O:17])[CH3:16])[CH2:12][CH2:13][C:14]=3[N:6]([C@H:3]3[CH2:4][CH2:5][O:1][CH2:2]3)[N:7]=1)[CH2:19][CH2:20][CH2:21]2. (6) Given the reactants [C:1]([C:5]1[CH:6]=[C:7]([OH:11])[CH:8]=[CH:9][CH:10]=1)([CH3:4])([CH3:3])[CH3:2].[Br:12]Br.O.ClCCl, predict the reaction product. The product is: [Br:12][C:8]1[CH:9]=[CH:10][C:5]([C:1]([CH3:4])([CH3:2])[CH3:3])=[CH:6][C:7]=1[OH:11].